From a dataset of Catalyst prediction with 721,799 reactions and 888 catalyst types from USPTO. Predict which catalyst facilitates the given reaction. (1) Reactant: [Li].[CH3:2][Si](C=[N+]=[N-])(C)C.[CH3:9][N:10]1[C:14]([CH:15]=O)=[C:13]([C:17]2[CH:22]=[CH:21][CH:20]=[CH:19][CH:18]=2)[N:12]=[CH:11]1.[NH4+].[Cl-]. Product: [C:15]([C:14]1[N:10]([CH3:9])[CH:11]=[N:12][C:13]=1[C:17]1[CH:22]=[CH:21][CH:20]=[CH:19][CH:18]=1)#[CH:2]. The catalyst class is: 1. (2) Reactant: [AlH4-].[Li+].[OH:3][CH:4]1[CH2:9][CH2:8][CH:7]([C:10](OCC)=[O:11])[CH2:6][CH2:5]1. Product: [OH:11][CH2:10][CH:7]1[CH2:8][CH2:9][CH:4]([OH:3])[CH2:5][CH2:6]1. The catalyst class is: 1.